Dataset: Full USPTO retrosynthesis dataset with 1.9M reactions from patents (1976-2016). Task: Predict the reactants needed to synthesize the given product. (1) The reactants are: [C:1]1([SH:7])[CH:6]=[CH:5][CH:4]=[CH:3][CH:2]=1.[OH-].[Na+].[CH2:10]1[O:18][CH:11]1[C:12]1[CH:17]=[CH:16][CH:15]=[CH:14][CH:13]=1. Given the product [C:12]1([CH:11]([S:7][C:1]2[CH:6]=[CH:5][CH:4]=[CH:3][CH:2]=2)[CH2:10][OH:18])[CH:17]=[CH:16][CH:15]=[CH:14][CH:13]=1, predict the reactants needed to synthesize it. (2) Given the product [F:32][C:29]([F:30])([F:31])[C:24]1[CH:25]=[CH:26][CH:27]=[CH:28][C:23]=1[CH2:22][CH2:21][C@H:9]1[CH2:10][NH:11][CH2:12][CH2:13][NH:8]1, predict the reactants needed to synthesize it. The reactants are: C([N:8]1[CH2:13][CH2:12][N:11](CC2C=CC=CC=2)[CH2:10][C@@H:9]1[CH2:21][CH2:22][C:23]1[CH:28]=[CH:27][CH:26]=[CH:25][C:24]=1[C:29]([F:32])([F:31])[F:30])C1C=CC=CC=1.C([O-])=O.[NH4+].